From a dataset of Full USPTO retrosynthesis dataset with 1.9M reactions from patents (1976-2016). Predict the reactants needed to synthesize the given product. (1) Given the product [NH:11]1[C:19]2[C:14](=[CH:15][CH:16]=[CH:17][CH:18]=2)[C:13]([CH2:20][N:21]2[CH2:26][CH2:25][CH2:24][C:23]3([CH2:31][CH2:30][NH:29][CH2:28][CH2:27]3)[C:22]2=[O:32])=[CH:12]1, predict the reactants needed to synthesize it. The reactants are: S([N:11]1[C:19]2[C:14](=[CH:15][CH:16]=[CH:17][CH:18]=2)[C:13]([CH2:20][N:21]2[CH2:26][CH2:25][CH2:24][C:23]3([CH2:31][CH2:30][NH:29][CH2:28][CH2:27]3)[C:22]2=[O:32])=[CH:12]1)(C1C=CC(C)=CC=1)(=O)=O.C([O-])([O-])=O.[Cs+].[Cs+]. (2) The reactants are: C([O:3][C:4]([CH:6]1[CH2:11][CH2:10][CH:9]([O:12][C:13]2[C:18]([F:19])=[CH:17][CH:16]=[CH:15][C:14]=2[F:20])[CH2:8][CH2:7]1)=O)C.[H-].[Al+3].[Li+].[H-].[H-].[H-]. Given the product [F:19][C:18]1[CH:17]=[CH:16][CH:15]=[C:14]([F:20])[C:13]=1[O:12][CH:9]1[CH2:10][CH2:11][CH:6]([CH2:4][OH:3])[CH2:7][CH2:8]1, predict the reactants needed to synthesize it. (3) Given the product [CH3:20][C:15]1([CH3:21])[C:16]([CH3:19])([CH3:18])[O:17][B:13]([C:2]2[CH:3]=[C:4]([C:8]3([C:11]#[N:12])[CH2:10][CH2:9]3)[CH:5]=[N:6][CH:7]=2)[O:14]1, predict the reactants needed to synthesize it. The reactants are: Br[C:2]1[CH:3]=[C:4]([C:8]2([C:11]#[N:12])[CH2:10][CH2:9]2)[CH:5]=[N:6][CH:7]=1.[B:13]1([B:13]2[O:17][C:16]([CH3:19])([CH3:18])[C:15]([CH3:21])([CH3:20])[O:14]2)[O:17][C:16]([CH3:19])([CH3:18])[C:15]([CH3:21])([CH3:20])[O:14]1.C([O-])(=O)C.[K+]. (4) Given the product [Br:1][C:2]1[CH:3]=[C:4]([CH:7]=[C:8]([Br:10])[CH:9]=1)[CH2:5][O:6][Si:15]([C:11]([CH3:14])([CH3:13])[CH3:12])([CH3:18])[CH3:17], predict the reactants needed to synthesize it. The reactants are: [Br:1][C:2]1[CH:3]=[C:4]([CH:7]=[C:8]([Br:10])[CH:9]=1)[CH2:5][OH:6].[C:11]([Si:15]([CH3:18])([CH3:17])Cl)([CH3:14])([CH3:13])[CH3:12].N1C=CN=C1.